This data is from Experimentally validated miRNA-target interactions with 360,000+ pairs, plus equal number of negative samples. The task is: Binary Classification. Given a miRNA mature sequence and a target amino acid sequence, predict their likelihood of interaction. (1) The miRNA is hsa-miR-3613-5p with sequence UGUUGUACUUUUUUUUUUGUUC. The protein sequence of the target gene is MAAPGRLLLRPRPGGLLLLLPGLLLPLADAFNLDVESPAEYAGPEGSYFGFAVDFFEPSTSSRMFLLVGAPKANTTQPGIVEGGQVLKCECSSSRRCQPIEFDSTGNRDYAKDDPLEFKSHQWFGASVRSKQDKILACAPLYHWRTEMKQEREPVGTCFLQDGTKTVEYAPCRSKNIDADGQGFCQGGFSIDFTKADRVLLGGPGSFYWQGQLISDQVAEIISKYDPNVYSIKYNNQLATRTAQAIFDDSYLGYSVAVGDFNGDGIEDFVSGVPRAARTLGMVYIYDGKNMSSLHNFTGE.... Result: 0 (no interaction). (2) The miRNA is hsa-miR-522-3p with sequence AAAAUGGUUCCCUUUAGAGUGU. The protein sequence of the target gene is MTGVFDRRVPSIRSGDFQAPFPTSAAMHHPSQESPTLPESSATDSDYYSPAGAAPHGYCSPTSASYGKALNPYQYQYHGVNGSAAGYPAKAYADYGYASPYHQYGGAYNRVPSATSQPEKEVAEPEVRMVNGKPKKVRKPRTIYSSFQLAALQRRFQKTQYLALPERAELAASLGLTQTQVKIWFQNKRSKIKKIMKNGEMPPEHSPSSSDPMACNSPQSPAVWEPQGSSRSLSHHPHAHPPTSNQSPASSYLENSASWYPSAASSINSHLPPPGSLQHPLALASGTLY. Result: 0 (no interaction). (3) The miRNA is hsa-miR-96-5p with sequence UUUGGCACUAGCACAUUUUUGCU. The protein sequence of the target gene is MAAPVKGNRKQSTEGDALDPPASPKPAGKQNGIQNPISLEDSPEAGGEREEEQEREEEQAFLVSLYKFMKERHTPIERVPHLGFKQINLWKIYKAVEKLGAYELVTGRRLWKNVYDELGGSPGSTSAATCTRRHYERLVLPYVRHLKGEDDKPLPTSKPRKQYKMAKENRGDDGATERPKKAKEERRMDQMMPGKTKADAADPAPLPSQEPPRNSTEQQGLASGSSVSFVGASGCPEAYKRLLSSFYCKGTHGIMSPLAKKKLLAQVSKVEALQCQEEGCRHGAEPQASPAVHLPESPQS.... Result: 0 (no interaction). (4) The miRNA is hsa-miR-6790-3p with sequence CGACCUCGGCGACCCCUCACU. The protein sequence of the target gene is MIISHFPKCVAVFALLALSVGALDTFIAAVYEHAVILPNRTETPVSKEEALLLMNKNIDVLEKAVKLAAKQGAHIIVTPEDGIYGWIFTRESIYPYLEDIPDPGVNWIPCRDPWRFGNTPVQQRLSCLAKDNSIYVVANIGDKKPCNASDSQCPPDGRYQYNTDVVFDSQGKLLARYHKYNLFAPEIQFDFPKDSELVTFDTPFGKFGIFTCFDIFSHDPAVVVVDEFQLTAFSTPQHGTTRCPSSRLFPSIQHGPRPWESIYLLQIPTTPACT. Result: 0 (no interaction). (5) The miRNA is hsa-miR-548ay-5p with sequence AAAAGUAAUUGUGGUUUUUGC. The protein sequence of the target gene is MKYTKQNFMMSVLGIIIYVTDLIVDIWVSVRFFHEGQYVFSALALSFMLFGTLVAQCFSYSWFKADLKKAGQESQHCFLLLHCLQGGVFTRYWFALKRGYHAAFKYDSNTSNFVEEQIDLHKEVIDRVTDLSMLRLFETYLEGCPQLILQLYILLEHGQANFSQYAAIMVSCCAISWSTVDYQVALRKSLPDKKLLNGLCPKITYLFYKLFTLLSWMLSVVLLLFLNVKIALFLLLFLWLLGIIWAFKNNTQFCTCISMEFLYRIVVGFILIFTFFNIKGQNTKCPMSCYYIVRVLGTLG.... Result: 1 (interaction).